This data is from Retrosynthesis with 50K atom-mapped reactions and 10 reaction types from USPTO. The task is: Predict the reactants needed to synthesize the given product. (1) Given the product CCOc1ccc(-n2cncn2)c(-c2nc3cc(-c4cnc(N)nc4)ccc3n2C(C)(C)C)c1, predict the reactants needed to synthesize it. The reactants are: CC(C)(C)n1c(-c2cc(O)ccc2-n2cncn2)nc2cc(-c3cnc(N)nc3)ccc21.CCI. (2) Given the product CC(=O)N1CCC(CCC(=O)c2cc3c4c(c2)CCN4C(=O)CC3)CC1, predict the reactants needed to synthesize it. The reactants are: CC(=O)OC(C)=O.O=C(CCC1CCNCC1)c1cc2c3c(c1)CCN3C(=O)CC2. (3) The reactants are: CC(C)(C)OC(=O)N[C@H](CCc1ncc(Br)s1)[C@@H](O[Si](C)(C)C(C)(C)C)c1ccc(C(F)(F)F)cc1.OB(O)c1ccc2cnc(F)cc2c1. Given the product CC(C)(C)OC(=O)N[C@H](CCc1ncc(-c2ccc3cnc(F)cc3c2)s1)[C@@H](O[Si](C)(C)C(C)(C)C)c1ccc(C(F)(F)F)cc1, predict the reactants needed to synthesize it. (4) Given the product CC1(C)CC(C)(C)c2cc(C#Cc3ccc(C=O)cn3)ccc2O1, predict the reactants needed to synthesize it. The reactants are: CC1(C)CC(C)(C)c2cc(C#Cc3ccc(CO)cn3)ccc2O1. (5) Given the product CC(C)(O)CCCC1([C@H]2CC[C@H]3[C@@H](O[Si](C)(C)C(C)(C)C)CCC[C@]23C)CC1CO, predict the reactants needed to synthesize it. The reactants are: CCOC(=O)C1CC1(CCCC(C)(C)O)[C@H]1CC[C@H]2[C@@H](O[Si](C)(C)C(C)(C)C)CCC[C@]12C. (6) Given the product CCCC(=O)c1cccc(Br)c1, predict the reactants needed to synthesize it. The reactants are: CCC[Mg+].CON(C)C(=O)c1cccc(Br)c1.